This data is from Full USPTO retrosynthesis dataset with 1.9M reactions from patents (1976-2016). The task is: Predict the reactants needed to synthesize the given product. (1) Given the product [NH2:81][C:85]([CH2:87][N:22]1[C:23]2[C:19](=[C:18]([C:15]3[N:14]=[C:13]([C:6]4[CH:7]=[CH:8][C:9]([O:10][CH2:11][CH3:12])=[C:4]([O:3][CH2:1][CH3:2])[CH:5]=4)[O:17][N:16]=3)[CH:26]=[CH:25][CH:24]=2)[CH2:20][CH2:21]1)([CH2:27][OH:29])[CH2:86][OH:42], predict the reactants needed to synthesize it. The reactants are: [CH2:1]([O:3][C:4]1[CH:5]=[C:6]([C:13]2[O:17][N:16]=[C:15]([C:18]3[CH:26]=[CH:25][CH:24]=[C:23]4[C:19]=3[CH:20]=[CH:21][NH:22]4)[N:14]=2)[CH:7]=[CH:8][C:9]=1[O:10][CH2:11][CH3:12])[CH3:2].[CH2:27]([O:29]C1C=C(C=CC=1OCC)C(O)=O)C.[OH:42]NC(C1C2C=CNC=2C=CC=1)=N.C1CN([P+](Br)(N2CCCC2)N2CCCC2)CC1.F[P-](F)(F)(F)(F)F.CC[N:81]([CH:85]([CH3:87])[CH3:86])C(C)C. (2) Given the product [CH3:28][O:27][C:25]([CH:37]1[CH:35]([C:14]2[CH:15]=[CH:10][C:11]([F:16])=[CH:12][CH:13]=2)[CH2:34][N:33]([C:46]([O:48][C:49]([CH3:50])([CH3:51])[CH3:52])=[O:47])[CH2:36]1)=[O:26], predict the reactants needed to synthesize it. The reactants are: COC(C1C([C:10]2[CH:15]=[CH:14][CH:13]=[CH:12][C:11]=2[F:16])CN(CC2C=CC=CC=2)C1)=O.Cl[C:25]([O:27][CH:28](Cl)C)=[O:26].C([N:33]([CH2:36][CH3:37])[CH2:34][CH3:35])C.[C:46](O[C:46]([O:48][C:49]([CH3:52])([CH3:51])[CH3:50])=[O:47])([O:48][C:49]([CH3:52])([CH3:51])[CH3:50])=[O:47].Cl. (3) The reactants are: Br[C:2]1[C:3]([CH2:12][CH2:13][CH2:14][CH2:15][CH2:16][CH3:17])=[N:4][C:5]2[C:10]([CH:11]=1)=[CH:9][CH:8]=[CH:7][CH:6]=2.C([Li])(C)(C)C.[O:23]1[C:28](=[O:29])[CH2:27][CH2:26][CH2:25][C:24]1=[O:30].O. Given the product [CH2:12]([C:3]1[C:2]([C:28](=[O:29])[CH2:27][CH2:26][CH2:25][C:24]([OH:30])=[O:23])=[CH:11][C:10]2[C:5](=[CH:6][CH:7]=[CH:8][CH:9]=2)[N:4]=1)[CH2:13][CH2:14][CH2:15][CH2:16][CH3:17], predict the reactants needed to synthesize it. (4) Given the product [CH3:1][O:2][C:3]([C@:5]1([CH2:17][CH2:18][CH2:19][CH3:20])[CH2:9][O:8][C@H:7]([C:10]([CH3:11])([CH3:12])[CH3:13])[N:6]1[CH:14]=[O:15])=[O:4], predict the reactants needed to synthesize it. The reactants are: [CH3:1][O:2][C:3]([C@@H:5]1[CH2:9][O:8][C@H:7]([C:10]([CH3:13])([CH3:12])[CH3:11])[N:6]1[CH:14]=[O:15])=[O:4].I[CH2:17][CH2:18][CH2:19][CH3:20].CN(P(N(C)C)(N(C)C)=O)C.C[Si]([N-][Si](C)(C)C)(C)C.[Na+]. (5) Given the product [C:18]([O:22][C:23]([N:5]1[CH2:6][CH2:7][CH2:8][C@H:3]([OH:2])[CH2:4]1)=[O:24])([CH3:21])([CH3:20])[CH3:19], predict the reactants needed to synthesize it. The reactants are: Cl.[OH:2][C@H:3]1[CH2:8][CH2:7][CH2:6][NH:5][CH2:4]1.C(N(C(C)C)CC)(C)C.[C:18]([O:22][C:23](O[C:23]([O:22][C:18]([CH3:21])([CH3:20])[CH3:19])=[O:24])=[O:24])([CH3:21])([CH3:20])[CH3:19]. (6) Given the product [CH:1]1([C:7]2([CH3:14])[C:8](=[O:13])[N:9]([CH2:27][C:28]([N:30]([O:32][CH3:33])[CH3:31])=[O:29])[C:10](=[O:12])[NH:11]2)[CH2:2][CH2:3][CH2:4][CH2:5][CH2:6]1, predict the reactants needed to synthesize it. The reactants are: [CH:1]1([C:7]2([CH3:14])[NH:11][C:10](=[O:12])[NH:9][C:8]2=[O:13])[CH2:6][CH2:5][CH2:4][CH2:3][CH2:2]1.C([O-])([O-])=O.[K+].[K+].CN(C=O)C.Cl[CH2:27][C:28]([N:30]([O:32][CH3:33])[CH3:31])=[O:29]. (7) Given the product [Cl:2][C:3]1[CH:4]=[CH:5][CH:6]=[C:7]2[C:11]=1[NH:10][C:9]([CH3:12])=[C:8]2[CH2:13][CH2:14][NH:15][C:33](=[O:34])[C:32]1[CH:36]=[CH:37][C:38]([O:39][CH3:40])=[C:30]([O:29][CH3:28])[CH:31]=1, predict the reactants needed to synthesize it. The reactants are: Cl.[Cl:2][C:3]1[CH:4]=[CH:5][CH:6]=[C:7]2[C:11]=1[NH:10][C:9]([CH3:12])=[C:8]2[CH2:13][CH2:14][NH2:15].CN(C)C=O.C(N(CC)CC)C.[CH3:28][O:29][C:30]1[CH:31]=[C:32]([CH:36]=[CH:37][C:38]=1[O:39][CH3:40])[C:33](Cl)=[O:34]. (8) Given the product [CH2:16]([C:18]1[CH:23]=[CH:22][C:21]([C:24]2[C:25]([C:30]([NH:15][C:12]3[CH:11]=[CH:10][C:9]([NH:8][CH2:7][CH2:6][N:1]4[CH:5]=[CH:4][CH:3]=[N:2]4)=[CH:14][CH:13]=3)=[O:31])=[CH:26][CH:27]=[CH:28][CH:29]=2)=[CH:20][CH:19]=1)[CH3:17], predict the reactants needed to synthesize it. The reactants are: [N:1]1([CH2:6][CH2:7][NH:8][C:9]2[CH:14]=[CH:13][C:12]([NH2:15])=[CH:11][CH:10]=2)[CH:5]=[CH:4][CH:3]=[N:2]1.[CH2:16]([C:18]1[CH:23]=[CH:22][C:21]([C:24]2[C:25]([C:30](O)=[O:31])=[CH:26][CH:27]=[CH:28][CH:29]=2)=[CH:20][CH:19]=1)[CH3:17].O.ON1C2C=CC=CC=2N=N1.Cl.CN(C)CCCN=C=NCC. (9) Given the product [C:20]([NH:28][C:29]([NH:18][C:13]1[CH:14]=[CH:15][CH:16]=[CH:17][C:12]=1[N:5]1[C:6]2[C:11](=[CH:10][CH:9]=[CH:8][CH:7]=2)[C:2]([CH3:19])([CH3:1])[CH2:3][CH2:4]1)=[S:30])(=[O:27])[C:21]1[CH:26]=[CH:25][CH:24]=[CH:23][CH:22]=1, predict the reactants needed to synthesize it. The reactants are: [CH3:1][C:2]1([CH3:19])[C:11]2[C:6](=[CH:7][CH:8]=[CH:9][CH:10]=2)[N:5]([C:12]2[CH:17]=[CH:16][CH:15]=[CH:14][C:13]=2[NH2:18])[CH2:4][CH2:3]1.[C:20]([N:28]=[C:29]=[S:30])(=[O:27])[C:21]1[CH:26]=[CH:25][CH:24]=[CH:23][CH:22]=1. (10) The reactants are: [C:1]([N:3]1[CH2:8][CH2:7][CH:6]([N:9]([CH3:25])[C:10]([N:12]2[CH:16]=[C:15]([C:17]3[CH:22]=[CH:21][C:20]([O:23][CH3:24])=[CH:19][CH:18]=3)[N:14]=[CH:13]2)=[O:11])[CH2:5][CH2:4]1)#[N:2].C([Sn](CCCC)=O)CCC.[N:36]([Si](C)(C)C)=[N+:37]=[N-:38]. Given the product [N:2]1[NH:36][N:37]=[N:38][C:1]=1[N:3]1[CH2:8][CH2:7][CH:6]([N:9]([CH3:25])[C:10]([N:12]2[CH:16]=[C:15]([C:17]3[CH:18]=[CH:19][C:20]([O:23][CH3:24])=[CH:21][CH:22]=3)[N:14]=[CH:13]2)=[O:11])[CH2:5][CH2:4]1, predict the reactants needed to synthesize it.